From a dataset of Reaction yield outcomes from USPTO patents with 853,638 reactions. Predict the reaction yield, written as a fraction of the theoretical maximum amount of product (1.0 means a 100% yield; for example, 0.34 means a 34% yield). (1) The reactants are [C:1](/[C:3](=[C:9](\OCC)/[CH3:10])/[C:4]([O:6][CH2:7][CH3:8])=[O:5])#[N:2].[NH2:14][NH2:15]. The catalyst is C(O)(=O)C. The product is [NH2:2][C:1]1[C:3]([C:4]([O:6][CH2:7][CH3:8])=[O:5])=[C:9]([CH3:10])[NH:15][N:14]=1. The yield is 1.03. (2) The product is [SH:17][C:16]1[N:15]=[C:10]([OH:12])[C:5]2[C@H:4]([CH3:3])[CH2:8][CH2:7][C:6]=2[N:18]=1. The reactants are [OH-].[K+].[CH3:3][C@@H:4]1[CH2:8][CH2:7][C:6](=O)[CH:5]1[C:10]([O:12]CC)=O.[NH2:15][C:16]([NH2:18])=[S:17]. The yield is 0.560. The catalyst is O.C(O)C. (3) The catalyst is C(#N)C. The product is [CH2:1]([N:7]1[CH2:8][CH:9]2[CH:11]([C:10]2([C:14]2[CH:19]=[CH:18][C:17]([N+:30]([O-:31])=[O:29])=[C:16]([NH:20][C:21](=[O:23])[CH3:22])[CH:15]=2)[CH3:13])[CH2:12]1)[CH2:2][CH2:3][CH2:4][CH2:5][CH3:6]. The yield is 0.320. The reactants are [CH2:1]([N:7]1[CH2:12][CH:11]2[CH:9]([C:10]2([C:14]2[CH:15]=[C:16]([NH:20][C:21](=[O:23])[CH3:22])[CH:17]=[CH:18][CH:19]=2)[CH3:13])[CH2:8]1)[CH2:2][CH2:3][CH2:4][CH2:5][CH3:6].F[B-](F)(F)F.[O:29]=[N+:30]=[O:31].C(=O)([O-])O.[Na+]. (4) The reactants are Cl[C:2]1[N:7]=[CH:6][N:5]=[C:4]2[C:8]3[C:14]4[CH2:15][C:16]([CH3:19])([CH3:18])[CH2:17][C:13]=4[C:12]([N:20]([CH3:22])[CH3:21])=[N:11][C:9]=3[S:10][C:3]=12.[N:23]1([CH2:29][CH2:30][NH2:31])[CH2:28][CH2:27][O:26][CH2:25][CH2:24]1. The catalyst is C(O)C. The product is [CH3:21][N:20]([CH3:22])[C:12]1[C:13]2[CH2:17][C:16]([CH3:19])([CH3:18])[CH2:15][C:14]=2[C:8]2[C:4]3=[N:5][CH:6]=[N:7][C:2]([NH:31][CH2:30][CH2:29][N:23]4[CH2:28][CH2:27][O:26][CH2:25][CH2:24]4)=[C:3]3[S:10][C:9]=2[N:11]=1. The yield is 0.770.